Predict the reaction yield, written as a fraction of the theoretical maximum amount of product (1.0 means a 100% yield; for example, 0.34 means a 34% yield). From a dataset of Reaction yield outcomes from USPTO patents with 853,638 reactions. (1) The reactants are [CH:1](NNC(C)C)(C)C.[Li]CCCC.[Si:14]([O:21][CH2:22][CH:23]1[CH2:28][CH2:27][CH:26]([C:29]([O:31][CH3:32])=[O:30])[CH2:25][CH2:24]1)([C:17]([CH3:20])([CH3:19])[CH3:18])([CH3:16])[CH3:15].IC.[NH4+].[Cl-]. The catalyst is C1COCC1. The product is [Si:14]([O:21][CH2:22][CH:23]1[CH2:24][CH2:25][C:26]([CH3:1])([C:29]([O:31][CH3:32])=[O:30])[CH2:27][CH2:28]1)([C:17]([CH3:20])([CH3:19])[CH3:18])([CH3:15])[CH3:16]. The yield is 0.950. (2) The reactants are [CH3:1][N:2]1[CH:6]=[CH:5][CH:4]=[C:3]1[C:7]([O:9][CH3:10])=[O:8].[Br:11]N1C(=O)CCC1=O. The catalyst is C(Cl)Cl. The product is [CH3:10][O:9][C:7]([C:3]1[N:2]([CH3:1])[C:6]([Br:11])=[CH:5][CH:4]=1)=[O:8]. The yield is 0.640. (3) The reactants are [Br:1][C:2]1[CH:10]=[CH:9][C:5]([C:6](O)=[O:7])=[CH:4][N:3]=1.[CH3:11][NH2:12]. The catalyst is CS(C)=O. The product is [Br:1][C:2]1[CH:10]=[CH:9][C:5]([C:6]([NH:12][CH3:11])=[O:7])=[CH:4][N:3]=1. The yield is 0.590.